Dataset: Catalyst prediction with 721,799 reactions and 888 catalyst types from USPTO. Task: Predict which catalyst facilitates the given reaction. Reactant: [Cl:1][C:2]1[C:10]([Cl:11])=[C:9]2[C:5]([CH2:6][C:7]([CH3:19])([C:13]3[CH:18]=[CH:17][CH:16]=[CH:15][CH:14]=3)[C:8]2=O)=[CH:4][C:3]=1[OH:20].[C:21](=[O:24])([O-])[O-].[K+].[K+].BrC[C:29]1[CH:34]=[CH:33][C:32]([C:35]#[N:36])=[CH:31][CH:30]=1. Product: [Cl:1][C:2]1[C:10]([Cl:11])=[C:9]2[C:5]([CH2:6][C:7]([CH3:19])([C:13]3[CH:18]=[CH:17][CH:16]=[CH:15][CH:14]=3)[CH2:8]2)=[CH:4][C:3]=1[O:20][C:21]([C:29]1[CH:34]=[CH:33][C:32]([C:35]#[N:36])=[CH:31][CH:30]=1)=[O:24]. The catalyst class is: 21.